From a dataset of NCI-60 drug combinations with 297,098 pairs across 59 cell lines. Regression. Given two drug SMILES strings and cell line genomic features, predict the synergy score measuring deviation from expected non-interaction effect. (1) Drug 1: C1CC2CC3=C(CC1C24CN(S(=O)(=O)N4)CC(F)(F)F)C=CC(=C3)C=CCN5CCC(CC5)C(F)(F)F. Drug 2: CCC1(CC2CC(C3=C(CCN(C2)C1)C4=CC=CC=C4N3)(C5=C(C=C6C(=C5)C78CCN9C7C(C=CC9)(C(C(C8N6C)(C(=O)OC)O)OC(=O)C)CC)OC)C(=O)OC)O. Cell line: OVCAR3. Synergy scores: CSS=64.5, Synergy_ZIP=6.91, Synergy_Bliss=5.41, Synergy_Loewe=-2.00, Synergy_HSA=9.34. (2) Drug 2: CC1C(C(CC(O1)OC2CC(OC(C2O)C)OC3=CC4=CC5=C(C(=O)C(C(C5)C(C(=O)C(C(C)O)O)OC)OC6CC(C(C(O6)C)O)OC7CC(C(C(O7)C)O)OC8CC(C(C(O8)C)O)(C)O)C(=C4C(=C3C)O)O)O)O. Drug 1: C1=NC2=C(N1)C(=S)N=C(N2)N. Synergy scores: CSS=44.5, Synergy_ZIP=15.1, Synergy_Bliss=18.2, Synergy_Loewe=16.3, Synergy_HSA=16.8. Cell line: BT-549. (3) Drug 1: CC12CCC(CC1=CCC3C2CCC4(C3CC=C4C5=CN=CC=C5)C)O. Drug 2: CCCS(=O)(=O)NC1=C(C(=C(C=C1)F)C(=O)C2=CNC3=C2C=C(C=N3)C4=CC=C(C=C4)Cl)F. Cell line: SW-620. Synergy scores: CSS=-8.17, Synergy_ZIP=5.65, Synergy_Bliss=0.953, Synergy_Loewe=-11.2, Synergy_HSA=-9.25. (4) Drug 1: CC12CCC3C(C1CCC2=O)CC(=C)C4=CC(=O)C=CC34C. Drug 2: C1CCC(C(C1)N)N.C(=O)(C(=O)[O-])[O-].[Pt+4]. Cell line: DU-145. Synergy scores: CSS=48.7, Synergy_ZIP=-2.67, Synergy_Bliss=-8.38, Synergy_Loewe=-6.25, Synergy_HSA=-6.32. (5) Drug 1: CCCS(=O)(=O)NC1=C(C(=C(C=C1)F)C(=O)C2=CNC3=C2C=C(C=N3)C4=CC=C(C=C4)Cl)F. Drug 2: CC1CCC2CC(C(=CC=CC=CC(CC(C(=O)C(C(C(=CC(C(=O)CC(OC(=O)C3CCCCN3C(=O)C(=O)C1(O2)O)C(C)CC4CCC(C(C4)OC)O)C)C)O)OC)C)C)C)OC. Cell line: HOP-92. Synergy scores: CSS=21.3, Synergy_ZIP=-1.17, Synergy_Bliss=1.63, Synergy_Loewe=-20.2, Synergy_HSA=0.686. (6) Cell line: NCIH23. Drug 1: C1=NC2=C(N1)C(=S)N=C(N2)N. Synergy scores: CSS=47.9, Synergy_ZIP=-2.98, Synergy_Bliss=-1.72, Synergy_Loewe=-0.445, Synergy_HSA=1.07. Drug 2: CCC1(C2=C(COC1=O)C(=O)N3CC4=CC5=C(C=CC(=C5CN(C)C)O)N=C4C3=C2)O.Cl.